Dataset: Full USPTO retrosynthesis dataset with 1.9M reactions from patents (1976-2016). Task: Predict the reactants needed to synthesize the given product. Given the product [Cl:1][C:2]1[CH:7]=[CH:6][CH:5]=[CH:4][C:3]=1[C:8]1[C:9]([C:20]([OH:22])=[O:21])=[N:10][N:11]([C:13]2[CH:18]=[CH:17][N:16]=[C:15]([Cl:19])[CH:14]=2)[CH:12]=1, predict the reactants needed to synthesize it. The reactants are: [Cl:1][C:2]1[CH:7]=[CH:6][CH:5]=[CH:4][C:3]=1[C:8]1[C:9]([C:20]([O:22]C)=[O:21])=[N:10][N:11]([C:13]2[CH:18]=[CH:17][N:16]=[C:15]([Cl:19])[CH:14]=2)[CH:12]=1.[OH-].[Na+].C1COCC1.